From a dataset of Forward reaction prediction with 1.9M reactions from USPTO patents (1976-2016). Predict the product of the given reaction. (1) Given the reactants Cl[C:2]1[C:7]([F:8])=[C:6](Cl)[N:5]=[C:4]([CH:10]([F:12])[F:11])[N:3]=1.[CH3:13][N:14]1[CH2:19][CH2:18][NH:17][CH2:16][CH2:15]1.CCN(C(C)C)C(C)C.ClCl.[NH2:31][NH2:32], predict the reaction product. The product is: [F:11][CH:10]([F:12])[C:4]1[N:5]=[C:6]([NH:31][NH2:32])[C:7]([F:8])=[C:2]([N:17]2[CH2:18][CH2:19][N:14]([CH3:13])[CH2:15][CH2:16]2)[N:3]=1. (2) Given the reactants C(=O)([O-])[O-].[Cs+].[Cs+].[OH:7][C:8]1[CH:13]=[CH:12][C:11]([C:14]2[CH2:18][C:17]([C:20]([F:23])([F:22])[F:21])([OH:19])[O:16][N:15]=2)=[CH:10][CH:9]=1.Cl[CH2:25][C:26]([NH:28][C:29]1[CH:34]=[CH:33][CH:32]=[CH:31][CH:30]=1)=[O:27], predict the reaction product. The product is: [OH:19][C:17]1([C:20]([F:23])([F:22])[F:21])[O:16][N:15]=[C:14]([C:11]2[CH:10]=[CH:9][C:8]([O:7][CH2:25][C:26]([NH:28][C:29]3[CH:34]=[CH:33][CH:32]=[CH:31][CH:30]=3)=[O:27])=[CH:13][CH:12]=2)[CH2:18]1. (3) Given the reactants [Br:1][C:2]1[CH:11]=[C:10]2[C:5]([C:6]([NH:15][CH2:16][C@H:17]3[CH2:21][O:20][C:19]([CH3:23])([CH3:22])[O:18]3)=[C:7]([N+:12]([O-])=O)[CH:8]=[N:9]2)=[CH:4][CH:3]=1.CC[N+]1C=CC(C2C=C[N+](CC)=CC=2)=CC=1.[Br-].[Br-].[O-]S(S([O-])=O)=O.[Na+].[Na+].C([O-])([O-])=O.[K+].[K+], predict the reaction product. The product is: [Br:1][C:2]1[CH:11]=[C:10]2[C:5]([C:6]([NH:15][CH2:16][C@H:17]3[CH2:21][O:20][C:19]([CH3:23])([CH3:22])[O:18]3)=[C:7]([NH2:12])[CH:8]=[N:9]2)=[CH:4][CH:3]=1. (4) The product is: [CH3:1][O:2][C:3]1[CH:4]=[C:5]([CH:33]=[CH:34][C:35]=1[O:36][CH3:37])[CH2:6][CH:7]1[C:16]2[C:11](=[CH:12][C:13]([O:18][CH3:19])=[C:14]([O:17][CH2:38][CH3:39])[CH:15]=2)[CH2:10][CH2:9][N:8]1[CH2:20][C:21]([NH:23][CH:24]1[C:32]2[C:27](=[CH:28][CH:29]=[CH:30][CH:31]=2)[CH2:26][CH2:25]1)=[O:22]. Given the reactants [CH3:1][O:2][C:3]1[CH:4]=[C:5]([CH:33]=[CH:34][C:35]=1[O:36][CH3:37])[CH2:6][CH:7]1[C:16]2[C:11](=[CH:12][C:13]([O:18][CH3:19])=[C:14]([OH:17])[CH:15]=2)[CH2:10][CH2:9][N:8]1[CH2:20][C:21]([NH:23][CH:24]1[C:32]2[C:27](=[CH:28][CH:29]=[CH:30][CH:31]=2)[CH2:26][CH2:25]1)=[O:22].[CH2:38](I)[CH3:39], predict the reaction product. (5) Given the reactants Br[C:2]1[CH:7]=[CH:6][CH:5]=[C:4]([Br:8])[CH:3]=1.B1([C:15]2[CH:20]=[CH:19][CH:18]=[N:17][CH:16]=2)OCCCO1.C([O-])([O-])=O.[Na+].[Na+], predict the reaction product. The product is: [Br:8][C:4]1[CH:3]=[C:2]([C:15]2[CH:16]=[N:17][CH:18]=[CH:19][CH:20]=2)[CH:7]=[CH:6][CH:5]=1. (6) Given the reactants Cl[C:2]1[N:7]=[C:6]([C:8]([OH:10])=[O:9])[CH:5]=[CH:4][N:3]=1.[F:11][C:12]([F:23])([F:22])[C:13]1[CH:18]=[CH:17][C:16](B(O)O)=[CH:15][CH:14]=1.P([O-])([O-])([O-])=O.[K+].[K+].[K+].COCCOC, predict the reaction product. The product is: [F:11][C:12]([F:23])([F:22])[C:13]1[CH:18]=[CH:17][C:16]([C:2]2[N:7]=[C:6]([C:8]([OH:10])=[O:9])[CH:5]=[CH:4][N:3]=2)=[CH:15][CH:14]=1.